Task: Predict the product of the given reaction.. Dataset: Forward reaction prediction with 1.9M reactions from USPTO patents (1976-2016) (1) Given the reactants CC([N:5]([CH2:9][CH2:10][NH:11][S:12]([C:15]1[CH:20]=[CH:19][C:18]([C:21]2[CH:26]=[CH:25][N:24]=[C:23]3[N:27](S(C4C=CC(C)=CC=4)(=O)=O)[C:28]([C:30]#[C:31][CH2:32][OH:33])=[CH:29][C:22]=23)=[CH:17][CH:16]=1)(=[O:14])=[O:13])[C:6](=[O:8])[O-:7])(C)C.C1(C)C=CC(S(O)(=O)=O)=CC=1, predict the reaction product. The product is: [CH:6]([OH:8])=[O:7].[NH2:5][CH2:9][CH2:10][NH:11][S:12]([C:15]1[CH:20]=[CH:19][C:18]([C:21]2[CH:26]=[CH:25][N:24]=[C:23]3[NH:27][C:28]([C:30]#[C:31][CH2:32][OH:33])=[CH:29][C:22]=23)=[CH:17][CH:16]=1)(=[O:13])=[O:14]. (2) Given the reactants C(O[C:6](=O)[NH:7][CH2:8][C:9]1[C:10]2[CH:17]=[C:16]([Cl:18])[CH:15]=[CH:14][C:11]=2[S:12][CH:13]=1)(C)(C)C.[H-].[Al+3].[Li+].[H-].[H-].[H-].Cl, predict the reaction product. The product is: [Cl:18][C:16]1[CH:15]=[CH:14][C:11]2[S:12][CH:13]=[C:9]([CH2:8][NH:7][CH3:6])[C:10]=2[CH:17]=1. (3) Given the reactants C([O:3][C:4](=O)[CH2:5][CH:6]1[CH2:12][CH:11]2[N:13]([C:14]([O:16][C:17]([CH3:20])([CH3:19])[CH3:18])=[O:15])[CH:8]([CH2:9][CH2:10]2)[CH2:7]1)C.[H-].C([Al+]CC(C)C)C(C)C.[C@H](O)(C([O-])=O)[C@@H](O)C([O-])=O.[Na+].[K+].CCOC(C)=O, predict the reaction product. The product is: [OH:3][CH2:4][CH2:5][CH:6]1[CH2:12][CH:11]2[N:13]([C:14]([O:16][C:17]([CH3:20])([CH3:19])[CH3:18])=[O:15])[CH:8]([CH2:9][CH2:10]2)[CH2:7]1. (4) Given the reactants [CH3:1][S:2]([C:5]1[CH:6]=[C:7]([C:11]2[S:15][C:14]([C:16](=[O:18])[CH3:17])=[CH:13][CH:12]=2)[CH:8]=[CH:9][CH:10]=1)(=[O:4])=[O:3].C[Si]([N-][Si](C)(C)C)(C)C.[Li+].[F:29][C:30]([F:37])([F:36])[C:31](OCC)=[O:32], predict the reaction product. The product is: [F:29][C:30]([F:37])([F:36])[C:31](=[O:32])[CH2:17][C:16]([C:14]1[S:15][C:11]([C:7]2[CH:8]=[CH:9][CH:10]=[C:5]([S:2]([CH3:1])(=[O:4])=[O:3])[CH:6]=2)=[CH:12][CH:13]=1)=[O:18].